Dataset: Catalyst prediction with 721,799 reactions and 888 catalyst types from USPTO. Task: Predict which catalyst facilitates the given reaction. (1) Reactant: [NH2:1][C:2]1[C:3]([Br:21])=[C:4]2[C:10](=[CH:11][CH:12]=1)[CH:9]1[CH2:13][CH2:14][CH:5]2[CH2:6][N:7]([C:15](=[O:20])[C:16]([F:19])([F:18])[F:17])[CH2:8]1.Cl[C:23]1[N:28]=[C:27]([NH:29][C:30]2[CH:39]=[CH:38][CH:37]=[CH:36][C:31]=2[C:32]([NH:34][CH3:35])=[O:33])[C:26]([Cl:40])=[CH:25][N:24]=1.Cl.O1CCOCC1. Product: [Br:21][C:3]1[C:2]([NH:1][C:23]2[N:28]=[C:27]([NH:29][C:30]3[CH:39]=[CH:38][CH:37]=[CH:36][C:31]=3[C:32]([NH:34][CH3:35])=[O:33])[C:26]([Cl:40])=[CH:25][N:24]=2)=[CH:12][CH:11]=[C:10]2[C:4]=1[CH:5]1[CH2:14][CH2:13][CH:9]2[CH2:8][N:7]([C:15](=[O:20])[C:16]([F:19])([F:17])[F:18])[CH2:6]1. The catalyst class is: 41. (2) Reactant: [CH2:1]([O:3][C:4]1[N:8]([C:9]2[C:17]3[O:16][CH2:15][C@@H:14]([NH:18][C:19]4[CH:31]=[CH:30][C:22]5[C@H:23]([CH2:26][C:27]([OH:29])=[O:28])[CH2:24][O:25][C:21]=5[CH:20]=4)[C:13]=3[CH:12]=[CH:11][CH:10]=2)[C:7]2[CH:32]=[C:33]([F:37])[C:34]([F:36])=[CH:35][C:6]=2[N:5]=1)[CH3:2].[OH-].[Na+:39].C(#N)C. Product: [CH2:1]([O:3][C:4]1[N:8]([C:9]2[C:17]3[O:16][CH2:15][C@@H:14]([NH:18][C:19]4[CH:31]=[CH:30][C:22]5[C@H:23]([CH2:26][C:27]([O-:29])=[O:28])[CH2:24][O:25][C:21]=5[CH:20]=4)[C:13]=3[CH:12]=[CH:11][CH:10]=2)[C:7]2[CH:32]=[C:33]([F:37])[C:34]([F:36])=[CH:35][C:6]=2[N:5]=1)[CH3:2].[Na+:39]. The catalyst class is: 6. (3) Reactant: [CH2:1]([O:3][CH:4]([O:13][CH2:14][CH3:15])[C:5]1[CH:6]=[CH:7][C:8]([CH:11]=[O:12])=[N:9][CH:10]=1)[CH3:2].C1(C)C=CC(S([CH2:25][N+:26]#[C-:27])(=O)=O)=CC=1.C(=O)([O-])[O-].[K+].[K+].O. Product: [CH2:14]([O:13][CH:4]([O:3][CH2:1][CH3:2])[C:5]1[CH:6]=[CH:7][C:8]([C:11]2[O:12][CH:27]=[N:26][CH:25]=2)=[N:9][CH:10]=1)[CH3:15]. The catalyst class is: 5. (4) Reactant: P(Cl)(Cl)([Cl:3])=O.[CH3:6][N:7]([CH3:10])C=O.[F:11][CH:12]([F:20])[C:13]1[CH:17]=[C:16]([OH:18])N(C)[N:14]=1. Product: [Cl:3][C:10]1[N:7]([CH3:6])[N:14]=[C:13]([CH:12]([F:20])[F:11])[C:17]=1[CH:16]=[O:18]. The catalyst class is: 6. (5) Reactant: CC1C=CC(S(OCC2OC3[CH:19]=[C:20]([O:23][S:24]([C:27]([F:30])([F:29])[F:28])(=[O:26])=[O:25])[CH:21]=[CH:22][C:16]=3[O:15][CH2:14]2)(=O)=O)=CC=1.[CH3:31][O:32][CH2:33][CH2:34][NH2:35]. Product: [F:29][C:27]([F:28])([F:30])[S:24]([O:23][C:20]1[CH:21]=[CH:22][C:16]2[O:15][CH2:14][CH:33]([CH2:34][NH:35][CH2:22][CH2:16][O:15][CH3:14])[O:32][C:31]=2[CH:19]=1)(=[O:25])=[O:26]. The catalyst class is: 10. (6) Reactant: Cl[C:2]1[N:3]=[N:4][C:5]([C:8]#[C:9][C:10]2[CH:15]=[CH:14][C:13]([F:16])=[CH:12][C:11]=2[F:17])=[CH:6][CH:7]=1.[NH2:18][NH2:19]. Product: [F:17][C:11]1[CH:12]=[C:13]([F:16])[CH:14]=[CH:15][C:10]=1[C:9]#[C:8][C:5]1[N:4]=[N:3][C:2]([NH:18][NH2:19])=[CH:7][CH:6]=1. The catalyst class is: 12.